From a dataset of Catalyst prediction with 721,799 reactions and 888 catalyst types from USPTO. Predict which catalyst facilitates the given reaction. (1) Reactant: [NH2:1][CH2:2][C:3]([CH3:6])([SH:5])[CH3:4].[C:7]1(=O)[O:12][C:10](=[O:11])[C:9]2=[CH:13][CH:14]=[CH:15][CH:16]=[C:8]12. Product: [CH3:4][C:3]([SH:5])([CH3:6])[CH2:2][N:1]1[C:10](=[O:11])[C:9]2[C:8](=[CH:16][CH:15]=[CH:14][CH:13]=2)[C:7]1=[O:12]. The catalyst class is: 15. (2) Reactant: C([O:8][C:9]1[CH:18]=[C:17]2[C:12]([C:13]3[N:22]4[CH2:23][CH2:24][CH2:25][N:26]([S:28]([CH3:31])(=[O:30])=[O:29])[CH2:27][C:21]4=[N:20][C:14]=3[C:15]([NH2:19])=[N:16]2)=[CH:11][CH:10]=1)C1C=CC=CC=1. Product: [NH2:19][C:15]1[C:14]2[N:20]=[C:21]3[CH2:27][N:26]([S:28]([CH3:31])(=[O:30])=[O:29])[CH2:25][CH2:24][CH2:23][N:22]3[C:13]=2[C:12]2[C:17](=[CH:18][C:9]([OH:8])=[CH:10][CH:11]=2)[N:16]=1. The catalyst class is: 19. (3) Reactant: [C:1]([C:3]([C:9]#[N:10])=[C:4]([C:7]#[N:8])[C:5]#[N:6])#N.[CH2:11]([N:15]([CH2:31][CH2:32][CH2:33][CH3:34])[C:16]1[CH:21]=[CH:20][C:19]([CH:22]=[CH:23][C:24]2[S:25]C=[CH:27][CH:28]=2)=[C:18]([O:29][CH3:30])[CH:17]=1)[CH2:12][CH2:13][CH3:14]. Product: [C:5]([C:4](=[C:3]([C:1]1[S:25][C:24]([CH:23]=[CH:22][C:19]2[CH:20]=[CH:21][C:16]([N:15]([CH2:31][CH2:32][CH2:33][CH3:34])[CH2:11][CH2:12][CH2:13][CH3:14])=[CH:17][C:18]=2[O:29][CH3:30])=[CH:28][CH:27]=1)[C:9]#[N:10])[C:7]#[N:8])#[N:6]. The catalyst class is: 9. (4) Reactant: [O:1]1[C:5]2[CH:6]=[CH:7][CH:8]=[CH:9][C:4]=2[N:3]=[CH:2]1.[Li]CCCC.[CH2:15]([Sn:19](Cl)([CH2:24][CH2:25][CH2:26][CH3:27])[CH2:20][CH2:21][CH2:22][CH3:23])[CH2:16][CH2:17][CH3:18]. Product: [CH2:24]([Sn:19]([CH2:15][CH2:16][CH2:17][CH3:18])([CH2:20][CH2:21][CH2:22][CH3:23])[C:2]1[O:1][C:5]2[CH:6]=[CH:7][CH:8]=[CH:9][C:4]=2[N:3]=1)[CH2:25][CH2:26][CH3:27]. The catalyst class is: 1.